Dataset: Forward reaction prediction with 1.9M reactions from USPTO patents (1976-2016). Task: Predict the product of the given reaction. (1) Given the reactants [F:1][C:2]1[CH:3]=[CH:4][C:5]([SH:13])=[C:6]([CH:12]=1)[C:7]([O:9][CH2:10][CH3:11])=[O:8].F[C:15]1[CH:20]=[CH:19][CH:18]=[CH:17][C:16]=1[N+:21]([O-:23])=[O:22].C([O-])([O-])=O.[K+].[K+], predict the reaction product. The product is: [F:1][C:2]1[CH:3]=[CH:4][C:5]([S:13][C:15]2[CH:20]=[CH:19][CH:18]=[CH:17][C:16]=2[N+:21]([O-:23])=[O:22])=[C:6]([CH:12]=1)[C:7]([O:9][CH2:10][CH3:11])=[O:8]. (2) Given the reactants [CH3:1][CH:2]([C:4]1[C:8]([CH2:9][CH2:10][C:11]([O:13][CH2:14][CH3:15])=[O:12])=[CH:7][N:6]([C:16]2[CH:21]=[CH:20][C:19]([N+:22]([O-])=O)=[CH:18][N:17]=2)[N:5]=1)[CH3:3].CO, predict the reaction product. The product is: [NH2:22][C:19]1[CH:20]=[CH:21][C:16]([N:6]2[CH:7]=[C:8]([CH2:9][CH2:10][C:11]([O:13][CH2:14][CH3:15])=[O:12])[C:4]([CH:2]([CH3:1])[CH3:3])=[N:5]2)=[N:17][CH:18]=1. (3) Given the reactants C([O:3][C:4](=O)[CH2:5][C:6]([F:9])([F:8])[F:7])C.O.[NH2:12][NH2:13], predict the reaction product. The product is: [F:7][C:6]([F:9])([F:8])[CH2:5][C:4]([NH:12][NH2:13])=[O:3]. (4) Given the reactants ClC1C=CC(OCC2C=CC=CC=2)=C(CC2SC=C(CO)N=2)C=1.[Cl:24][C:25]1[CH:26]=[CH:27][C:28]([O:41][CH2:42][C:43]2[CH:48]=[CH:47][CH:46]=[CH:45][CH:44]=2)=[C:29]([C:31]2[S:32][CH:33]=[C:34]([C:36](OCC)=[O:37])[N:35]=2)[CH:30]=1, predict the reaction product. The product is: [Cl:24][C:25]1[CH:26]=[CH:27][C:28]([O:41][CH2:42][C:43]2[CH:44]=[CH:45][CH:46]=[CH:47][CH:48]=2)=[C:29]([C:31]2[S:32][CH:33]=[C:34]([CH2:36][OH:37])[N:35]=2)[CH:30]=1. (5) The product is: [Cl:1][C:2]1[CH:3]=[C:4]([C@@H:9]([OH:15])[CH2:10][N:11]([CH2:12][CH2:13][OH:14])[C:21](=[O:22])[O:20][C:17]([CH3:19])([CH3:18])[CH3:16])[CH:5]=[CH:6][C:7]=1[Cl:8]. Given the reactants [Cl:1][C:2]1[CH:3]=[C:4]([C@@H:9]([OH:15])[CH2:10][NH:11][CH2:12][CH2:13][OH:14])[CH:5]=[CH:6][C:7]=1[Cl:8].[CH3:16][C:17]([O:20][C:21](O[C:21]([O:20][C:17]([CH3:19])([CH3:18])[CH3:16])=[O:22])=[O:22])([CH3:19])[CH3:18], predict the reaction product. (6) The product is: [OH:1][CH:2]1[CH2:7][CH2:6][CH2:5][N:4]([C:11](=[O:12])[CH2:10][C:9](=[O:13])[CH3:8])[CH2:3]1. Given the reactants [OH:1][CH:2]1[CH2:7][CH2:6][CH2:5][NH:4][CH2:3]1.[CH2:8]=[C:9]1[O:13][C:11](=[O:12])[CH2:10]1, predict the reaction product.